From a dataset of Drug-target binding data from BindingDB using Ki measurements. Regression. Given a target protein amino acid sequence and a drug SMILES string, predict the binding affinity score between them. We predict pKi (pKi = -log10(Ki in M); higher means stronger inhibition). Dataset: bindingdb_ki. (1) The pKi is 4.1. The target protein (P9WFX4) has sequence MALSAEGSSGGSRGGSPKAEAASVPSWPQILGRLTDNRDLARGQAAWAMDQIMTGNARPAQIAAFAVAMTMKAPTADEVGELAGVMLSHAHPLPADTVPDDAVDVVGTGGDGVNTVNLSTMAAIVVAAAGVPVVKHGNRAASSLSGGADTLEALGVRIDLGPDLVARSLAEVGIGFCFAPRFHPSYRHAAAVRREIGVPTVFNLLGPLTNPARPRAGLIGCAFADLAEVMAGVFAARRSSVLVVHGDDGLDELTTTTTSTIWRVAAGSVDKLTFDPAGFGFARAQLDQLAGGDAQANAAAVRAVLGGARGPVRDAVVLNAAGAIVAHAGLSSRAEWLPAWEEGLRRASAAIDTGAAEQLLARWVRFGRQI. The drug is NC(CCCNc1ccc([N+](=O)[O-])cc1[N+](=O)[O-])CC(=O)[O-]. (2) The compound is CC(O)C(C)OC(=O)C1CC2c3cccc4[nH]cc(c34)CC2N(C)C1. The target protein (P50128) has sequence MDILCEENTSLSSTTNSLMQLNEDTRLYSNDFNSGEANTSDAFNWTVESENRTNLSCEGCLSPSCLSLLHLQEKNWSALLTAVVIILTIAGNILVIMAVSLEKKLQNATNYFLMSLAIADMLLGFLVMPVSMLTILYGYRWPLPSKLCAVWIYLDVLFSTASIMHLCAISLDRYVAIQNPIHHSRFNSRTKAFLKIIAVWTISVGISMPIPVFGLQDDSKVFKEGSCLLADDNFVLIGSFVSFFIPLTIMVITYFLTIKSLQKEATLCVSDLGTRAKLASFSFLPQSSLSSEKLFQRSIHRDPGSYTGRRTMQSISNEQKACKVLGIVFFLFVVMWCPFFITNIMAVICKESCNEDVIGALLNVFVWIGYLSSAVNPLVYTLFNKTYRSAFSRYIQCQYKENKKPLQLILVNTIPALAYKSSQLQMGQKKNSKQDAKTTDNDCSMVALGKQHSEDASKDNSDGVNEKVSCV. The pKi is 8.5.